Dataset: Reaction yield outcomes from USPTO patents with 853,638 reactions. Task: Predict the reaction yield, written as a fraction of the theoretical maximum amount of product (1.0 means a 100% yield; for example, 0.34 means a 34% yield). (1) The reactants are C(N(CC)CC)C.[CH2:8]([O:12][C:13]1[CH:21]=[CH:20][C:16]([C:17](Cl)=[O:18])=[CH:15][CH:14]=1)[C:9]#[C:10][CH3:11].[NH2:22][CH2:23][C:24]([N:33]1[CH2:38][CH2:37][N:36]([C:39]([O:41][C:42]([CH3:45])([CH3:44])[CH3:43])=[O:40])[CH2:35][CH2:34]1)([C:29]([O:31][CH3:32])=[O:30])[C:25]([O:27][CH3:28])=[O:26]. The catalyst is O1CCCC1. The product is [C:42]([O:41][C:39]([N:36]1[CH2:37][CH2:38][N:33]([C:24]([CH2:23][NH:22][C:17](=[O:18])[C:16]2[CH:20]=[CH:21][C:13]([O:12][CH2:8][C:9]#[C:10][CH3:11])=[CH:14][CH:15]=2)([C:29]([O:31][CH3:32])=[O:30])[C:25]([O:27][CH3:28])=[O:26])[CH2:34][CH2:35]1)=[O:40])([CH3:44])([CH3:45])[CH3:43]. The yield is 0.700. (2) The reactants are [Si]([O:18][CH:19]1[CH2:22][N:21]([C:23]2[S:24][CH:25]=[C:26]([C:28]([N:30]3[CH2:33][CH:32]([O:34][CH3:35])[CH2:31]3)=[O:29])[N:27]=2)[CH2:20]1)(C(C)(C)C)(C1C=CC=CC=1)C1C=CC=CC=1.[F-].C([N+](CCCC)(CCCC)CCCC)CCC. The catalyst is O1CCCC1. The product is [OH:18][CH:19]1[CH2:22][N:21]([C:23]2[S:24][CH:25]=[C:26]([C:28]([N:30]3[CH2:33][CH:32]([O:34][CH3:35])[CH2:31]3)=[O:29])[N:27]=2)[CH2:20]1. The yield is 1.00. (3) The reactants are [Br:1][C:2]1[CH:3]=[CH:4][C:5]([O:9][CH3:10])=[N+:6]([O-])[CH:7]=1.[Si]([C:15]#[N:16])(C)(C)C. The catalyst is CC#N. The product is [Br:1][C:2]1[C:7]([C:15]#[N:16])=[N:6][C:5]([O:9][CH3:10])=[CH:4][CH:3]=1. The yield is 0.827. (4) The reactants are [NH2:1][C:2]1[CH:3]=[C:4]([CH:15]=[CH:16][C:17]=1[O:18][CH3:19])[CH2:5][N:6]([CH3:14])[C:7](=[O:13])[O:8][C:9]([CH3:12])([CH3:11])[CH3:10].N1C=CC=CC=1.[CH3:26][S:27](Cl)(=[O:29])=[O:28]. The catalyst is [NH4+].[Cl-]. The product is [CH3:19][O:18][C:17]1[CH:16]=[CH:15][C:4]([CH2:5][N:6]([CH3:14])[C:7](=[O:13])[O:8][C:9]([CH3:12])([CH3:11])[CH3:10])=[CH:3][C:2]=1[NH:1][S:27]([CH3:26])(=[O:29])=[O:28]. The yield is 0.727. (5) The reactants are [OH-].[Na+].[CH:3]1([C:8]2[C:13]([C:14]([NH:16][CH:17]3[CH:24]4[CH2:25][C:20]5([C:27]([O:29]C)=[O:28])[CH2:21][CH:22]([CH2:26][CH:18]3[CH2:19]5)[CH2:23]4)=[O:15])=[CH:12][N:11]=[C:10]([NH:31][C@H:32]3[CH2:36][CH2:35][O:34][CH2:33]3)[N:9]=2)[CH2:7][CH2:6][CH2:5][CH2:4]1. The catalyst is CO. The product is [CH:3]1([C:8]2[C:13]([C:14]([NH:16][CH:17]3[CH:24]4[CH2:25][C:20]5([C:27]([OH:29])=[O:28])[CH2:21][CH:22]([CH2:26][CH:18]3[CH2:19]5)[CH2:23]4)=[O:15])=[CH:12][N:11]=[C:10]([NH:31][C@H:32]3[CH2:36][CH2:35][O:34][CH2:33]3)[N:9]=2)[CH2:4][CH2:5][CH2:6][CH2:7]1. The yield is 0.740. (6) The reactants are [C:1]([CH:5]=P(C1C=CC=CC=1)(C1C=CC=CC=1)C1C=CC=CC=1)([O:3][CH3:4])=[O:2].[CH3:25][C:26]1[N:27]=[C:28]([NH:31][C:32]2[CH:39]=[C:38]([O:40][C:41]3[C:50]4[C:45](=[CH:46][CH:47]=[CH:48][CH:49]=4)[CH:44]=[CH:43][CH:42]=3)[C:35]([CH:36]=O)=[CH:34][N:33]=2)[S:29][CH:30]=1.[C:51]([O:54][CH2:55]C)(=[O:53])[CH3:52]. The catalyst is C1COCC1. The product is [CH3:25][C:26]1[N:27]=[C:28]([NH:31][C:32]2[N:33]=[CH:34][C:35](/[CH:36]=[CH:5]\[C:1]([O:3][CH3:4])=[O:2])=[C:38]([O:40][C:41]3[C:50]4[C:45](=[CH:46][CH:47]=[CH:48][CH:49]=4)[CH:44]=[CH:43][CH:42]=3)[CH:39]=2)[S:29][CH:30]=1.[CH3:25][C:26]1[N:27]=[C:28]([NH:31][C:32]2[N:33]=[CH:34][C:35](/[CH:36]=[CH:52]/[C:51]([O:54][CH3:55])=[O:53])=[C:38]([O:40][C:41]3[C:50]4[C:45](=[CH:46][CH:47]=[CH:48][CH:49]=4)[CH:44]=[CH:43][CH:42]=3)[CH:39]=2)[S:29][CH:30]=1. The yield is 0.140. (7) The reactants are C[O:2][C:3]1[C:8]([C:9]2[CH:14]=[CH:13][C:12]([O:15][C:16]3[CH:21]=[CH:20][N:19]=[C:18]([C:22]4[CH:23]=[N:24][N:25]([CH3:27])[CH:26]=4)[CH:17]=3)=[C:11]([CH3:28])[N:10]=2)=[CH:7][N:6]=[C:5]([N:29]2[CH2:33][CH2:32][CH2:31][CH2:30]2)[N:4]=1.Br. The catalyst is C(O)(=O)C. The product is [CH3:28][C:11]1[N:10]=[C:9]([C:8]2[C:3](=[O:2])[NH:4][C:5]([N:29]3[CH2:33][CH2:32][CH2:31][CH2:30]3)=[N:6][CH:7]=2)[CH:14]=[CH:13][C:12]=1[O:15][C:16]1[CH:21]=[CH:20][N:19]=[C:18]([C:22]2[CH:23]=[N:24][N:25]([CH3:27])[CH:26]=2)[CH:17]=1. The yield is 0.910. (8) The reactants are Br[C:2]1[C:10]2[CH2:9][CH2:8][N:7]([C:11]3[CH:16]=[CH:15][C:14]([N:17]4[CH2:22][CH2:21][CH2:20][CH2:19][C:18]4=[O:23])=[CH:13][CH:12]=3)[C:6](=[O:24])[C:5]=2[N:4]([C:25]2[CH:30]=[CH:29][C:28]([O:31][CH3:32])=[CH:27][CH:26]=2)[N:3]=1.CNC.CC(C)([O-])C.[Na+].C1(P(C2CCCCC2)C2C=CC=CC=2C2C=CC=CC=2N(C)C)CCCCC1. The catalyst is C1(C)C=CC=CC=1.O1CCOCC1. The product is [CH3:32][O:31][C:28]1[CH:27]=[CH:26][C:25]([N:4]2[C:5]3[C:6](=[O:24])[N:7]([C:11]4[CH:16]=[CH:15][C:14]([N:17]5[CH2:22][CH2:21][CH2:20][CH2:19][C:18]5=[O:23])=[CH:13][CH:12]=4)[CH2:8][CH2:9][C:10]=3[CH:2]=[N:3]2)=[CH:30][CH:29]=1. The yield is 0.180. (9) The reactants are [C:1]([C:5]1[N:9]([CH2:10][CH:11]2[CH2:16][CH2:15][C:14]([F:18])([F:17])[CH2:13][CH2:12]2)[C:8]2[CH:19]=[CH:20][C:21]([S:23]([N:26]3[CH2:29][CH:28]([N:30]=[C:31]=[O:32])[CH2:27]3)(=[O:25])=[O:24])=[CH:22][C:7]=2[N:6]=1)([CH3:4])([CH3:3])[CH3:2].[CH2:33]([NH2:35])[CH3:34]. The catalyst is C1COCC1.CCOC(C)=O. The product is [C:1]([C:5]1[N:9]([CH2:10][CH:11]2[CH2:12][CH2:13][C:14]([F:17])([F:18])[CH2:15][CH2:16]2)[C:8]2[CH:19]=[CH:20][C:21]([S:23]([N:26]3[CH2:27][CH:28]([NH:30][C:31]([NH:35][CH2:33][CH3:34])=[O:32])[CH2:29]3)(=[O:25])=[O:24])=[CH:22][C:7]=2[N:6]=1)([CH3:4])([CH3:2])[CH3:3]. The yield is 0.440.